This data is from Full USPTO retrosynthesis dataset with 1.9M reactions from patents (1976-2016). The task is: Predict the reactants needed to synthesize the given product. (1) Given the product [Cl-:1].[Cl:1][C:2]1[CH:10]=[CH:9][C:5]([C:6]2[C:22]3[C:17](=[CH:18][C:19]([O:25][CH3:26])=[C:20]([O:23][CH3:24])[CH:21]=3)[CH2:16][CH2:15][N+:14]=2[CH2:27][C:28]2[CH:33]=[CH:32][CH:31]=[CH:30][C:29]=2[F:34])=[CH:4][CH:3]=1, predict the reactants needed to synthesize it. The reactants are: [Cl:1][C:2]1[CH:10]=[CH:9][C:5]([C:6](Cl)=O)=[CH:4][CH:3]=1.[Cl-].CC1[C:22]2[C:17](=[CH:18][C:19]([O:25][CH3:26])=[C:20]([O:23][CH3:24])[CH:21]=2)[CH2:16][CH2:15][N+:14]=1[CH2:27][C:28]1[CH:33]=[CH:32][CH:31]=[CH:30][C:29]=1[F:34]. (2) Given the product [Cl:15][C:16]1[CH:28]=[CH:27][C:26]([NH:29][N:30]=[CH:7][C:8](=[O:9])[C:10]([F:13])([F:12])[F:11])=[CH:25][C:17]=1[CH:18]=[CH:19][C:20]([O:22][CH2:23][CH3:24])=[O:21], predict the reactants needed to synthesize it. The reactants are: C([O-])(=O)C.[Na+].Br[CH:7](Br)[C:8]([C:10]([F:13])([F:12])[F:11])=[O:9].[Cl:15][C:16]1[CH:28]=[CH:27][C:26]([NH:29][NH2:30])=[CH:25][C:17]=1[CH:18]=[CH:19][C:20]([O:22][CH2:23][CH3:24])=[O:21]. (3) Given the product [Cl:1][C:2]1[C:3]([F:42])=[C:4]([C@@H:8]2[C@:12]([C:15]3[CH:20]=[CH:19][C:18]([Cl:21])=[CH:17][C:16]=3[F:22])([C:13]#[N:14])[C@H:11]([CH2:23][C:24]([CH3:26])([CH3:27])[CH3:25])[NH:10][C@H:9]2[C:28]([NH:30][C:31]2[CH:39]=[CH:38][C:34]([C:35]([O:37][CH:50]([O:52][C:53](=[O:60])[N:54]([CH2:58][CH3:59])[CH:55]([CH3:56])[CH3:57])[CH3:51])=[O:36])=[CH:33][C:32]=2[O:40][CH3:41])=[O:29])[CH:5]=[CH:6][CH:7]=1, predict the reactants needed to synthesize it. The reactants are: [Cl:1][C:2]1[C:3]([F:42])=[C:4]([C@@H:8]2[C@:12]([C:15]3[CH:20]=[CH:19][C:18]([Cl:21])=[CH:17][C:16]=3[F:22])([C:13]#[N:14])[C@H:11]([CH2:23][C:24]([CH3:27])([CH3:26])[CH3:25])[NH:10][C@H:9]2[C:28]([NH:30][C:31]2[CH:39]=[CH:38][C:34]([C:35]([OH:37])=[O:36])=[CH:33][C:32]=2[O:40][CH3:41])=[O:29])[CH:5]=[CH:6][CH:7]=1.C(=O)([O-])[O-].[Cs+].[Cs+].Cl[CH:50]([O:52][C:53](=[O:60])[N:54]([CH2:58][CH3:59])[CH:55]([CH3:57])[CH3:56])[CH3:51]. (4) Given the product [F:1][C:2]1[CH:19]=[C:18]([C:26]#[C:25][Si:21]([CH3:24])([CH3:23])[CH3:22])[CH:17]=[CH:16][C:3]=1[NH:4][C:5]1[C:6]([C:13]([NH2:15])=[O:14])=[CH:7][N:8]([CH3:12])[C:9](=[O:11])[CH:10]=1, predict the reactants needed to synthesize it. The reactants are: [F:1][C:2]1[CH:19]=[C:18](I)[CH:17]=[CH:16][C:3]=1[NH:4][C:5]1[C:6]([C:13]([NH2:15])=[O:14])=[CH:7][N:8]([CH3:12])[C:9](=[O:11])[CH:10]=1.[Si:21]([C:25]#[CH:26])([CH3:24])([CH3:23])[CH3:22]. (5) Given the product [CH:1]1([CH2:4][N:5]2[CH2:25][CH2:24][C@@:12]34[C:13]5[C:14]([OH:23])=[C:15]([C:20]([NH2:22])=[O:21])[CH:16]=[CH:17][C:18]=5[CH2:19][C@@H:6]2[C@:7]3([OH:27])[CH2:8][CH2:9][CH2:10][CH2:11]4)[CH2:3][CH2:2]1, predict the reactants needed to synthesize it. The reactants are: [CH:1]1([CH2:4][N:5]2[CH2:25][CH2:24][C@:12]34[C:13]5[C:14]6[O:23][C@H:11]3[C:10](=O)[CH2:9][CH2:8][C@@:7]4([OH:27])[C@H:6]2[CH2:19][C:18]=5[CH:17]=[CH:16][C:15]=6[C:20]([NH2:22])=[O:21])[CH2:3][CH2:2]1.Cl. (6) Given the product [N:6]12[CH2:9][CH2:10][C:3]([CH2:1][NH2:2])([CH2:8][CH2:7]1)[CH2:4][CH2:5]2, predict the reactants needed to synthesize it. The reactants are: [C:1]([C:3]12[CH2:10][CH2:9][N:6]([CH2:7][CH2:8]1)[CH2:5][CH2:4]2)#[N:2].[H-].[H-].[H-].[H-].[Li+].[Al+3]. (7) Given the product [CH2:1]([NH:5][C:6](=[O:18])[CH2:7][C@H:8]1[CH2:13][C@@H:12]([CH:14]=[O:15])[O:11][C:10]([CH3:17])([CH3:16])[O:9]1)[CH2:2][CH2:3][CH3:4], predict the reactants needed to synthesize it. The reactants are: [CH2:1]([NH:5][C:6](=[O:18])[CH2:7][C@H:8]1[CH2:13][C@@H:12]([CH2:14][OH:15])[O:11][C:10]([CH3:17])([CH3:16])[O:9]1)[CH2:2][CH2:3][CH3:4].C(Cl)(=O)C(Cl)=O.CS(C)=O.C(N(CC)CC)C. (8) The reactants are: C1C=C(C(N)=O)C=C2C=1C=C1C3C(=CC=CC=3)CN12.Br[C:21]1[NH:22][C:23]2[C:28]([C:29]=1[CH:30]1[CH2:35][CH2:34][CH2:33][CH2:32][CH2:31]1)=[CH:27][CH:26]=[C:25]([C:36]([NH:38][S:39](=[O:44])(=[O:43])[N:40]([CH3:42])[CH3:41])=[O:37])[CH:24]=2.[CH:45]([C:47]1[CH:52]=[C:51]([O:53][CH3:54])[CH:50]=[CH:49][C:48]=1B(O)O)=[O:46].[Li+].[Cl-].C([O-])([O-])=O.[Na+].[Na+].Cl. Given the product [CH:30]1([C:29]2[C:28]3[C:23](=[CH:24][C:25]([C:36]([NH:38][S:39](=[O:44])(=[O:43])[N:40]([CH3:42])[CH3:41])=[O:37])=[CH:26][CH:27]=3)[NH:22][C:21]=2[C:48]2[CH:49]=[CH:50][C:51]([O:53][CH3:54])=[CH:52][C:47]=2[CH:45]=[O:46])[CH2:35][CH2:34][CH2:33][CH2:32][CH2:31]1, predict the reactants needed to synthesize it. (9) Given the product [CH:12]1([CH2:11][NH:10][C:8]([C:3]2[C:2]([NH:1][C:43]([C:39]3[N:40]=[CH:41][O:42][C:38]=3[C:32]3[CH:33]=[CH:34][CH:35]=[CH:36][CH:37]=3)=[O:44])=[CH:7][CH:6]=[CH:5][N:4]=2)=[O:9])[CH2:17][CH2:16][CH2:15][CH2:14][CH2:13]1, predict the reactants needed to synthesize it. The reactants are: [NH2:1][C:2]1[C:3]([C:8]([NH:10][CH2:11][CH:12]2[CH2:17][CH2:16][CH2:15][CH2:14][CH2:13]2)=[O:9])=[N:4][CH:5]=[CH:6][CH:7]=1.CN(C)C=O.C(N(C(C)C)CC)(C)C.[C:32]1([C:38]2[O:42][CH:41]=[N:40][C:39]=2[C:43](Cl)=[O:44])[CH:37]=[CH:36][CH:35]=[CH:34][CH:33]=1. (10) Given the product [CH3:12][O:13][N:14]=[C:2]([C:4]1[CH:9]=[CH:8][C:7]([I:10])=[CH:6][CH:5]=1)[CH3:1], predict the reactants needed to synthesize it. The reactants are: [CH3:1][C:2]([C:4]1[CH:9]=[CH:8][C:7]([I:10])=[CH:6][CH:5]=1)=O.Cl.[CH3:12][O:13][NH2:14].C(N(CC)CC)C.